From a dataset of Forward reaction prediction with 1.9M reactions from USPTO patents (1976-2016). Predict the product of the given reaction. (1) Given the reactants [CH3:1][O:2][C:3](=[O:12])[C:4]1[CH:9]=[CH:8][C:7]([I:10])=[C:6]([OH:11])[CH:5]=1.Br[CH2:14][CH2:15][C:16]1[CH:21]=[CH:20][CH:19]=[C:18]([CH3:22])[CH:17]=1.C(=O)([O-])[O-].[K+].[K+], predict the reaction product. The product is: [CH3:1][O:2][C:3](=[O:12])[C:4]1[CH:9]=[CH:8][C:7]([I:10])=[C:6]([O:11][CH2:14][CH2:15][C:16]2[CH:17]=[C:18]([CH3:22])[CH:19]=[CH:20][CH:21]=2)[CH:5]=1. (2) Given the reactants Cl.[CH3:2][NH:3][OH:4].N1C=CC=CC=1.[C:11]([C:19]1[CH:27]=[CH:26][CH:25]=[CH:24][C:20]=1[C:21](Cl)=[O:22])(=[O:18])[C:12]1[CH:17]=[CH:16][CH:15]=[CH:14][CH:13]=1, predict the reaction product. The product is: [CH3:2][N:3]([C:21](=[O:22])[C:20]1[CH:24]=[CH:25][CH:26]=[CH:27][C:19]=1[C:11](=[O:18])[C:12]1[CH:13]=[CH:14][CH:15]=[CH:16][CH:17]=1)[OH:4]. (3) Given the reactants C([O:3][C:4](=O)[CH:5]([CH2:8][N:9]([C:15]1[C:20]([N+:21]([O-])=O)=[CH:19][N:18]=[C:17]([Cl:24])[N:16]=1)[CH:10]1[CH2:14][CH2:13][CH2:12][CH2:11]1)[CH2:6][CH3:7])C.Cl, predict the reaction product. The product is: [Cl:24][C:17]1[N:18]=[CH:19][C:20]2[NH:21][C:4](=[O:3])[CH:5]([CH2:6][CH3:7])[CH2:8][N:9]([CH:10]3[CH2:14][CH2:13][CH2:12][CH2:11]3)[C:15]=2[N:16]=1.